From a dataset of Reaction yield outcomes from USPTO patents with 853,638 reactions. Predict the reaction yield, written as a fraction of the theoretical maximum amount of product (1.0 means a 100% yield; for example, 0.34 means a 34% yield). (1) The reactants are [N:1]1[CH:6]=[CH:5][CH:4]=[CH:3][C:2]=1[N:7]1[C:19]2[CH:18]=[C:17]([OH:20])[CH:16]=[CH:15][C:14]=2[C:13]2[C:8]1=[CH:9][CH:10]=[CH:11][CH:12]=2.Br[C:22]1[CH:34]=[CH:33][C:32]2[C:31]3[C:26](=[CH:27][CH:28]=[CH:29][CH:30]=3)[N:25]([C:35]3[CH:40]=[CH:39][CH:38]=[CH:37][N:36]=3)[C:24]=2[CH:23]=1.N1C=CC=CC=1C(O)=O.P([O-])([O-])([O-])=O.[K+].[K+].[K+]. The catalyst is CS(C)=O.[Cu]I. The product is [O:20]([C:22]1[CH:34]=[CH:33][C:32]2[C:31]3[C:26](=[CH:27][CH:28]=[CH:29][CH:30]=3)[N:25]([C:35]3[CH:40]=[CH:39][CH:38]=[CH:37][N:36]=3)[C:24]=2[CH:23]=1)[C:17]1[CH:16]=[CH:15][C:14]2[C:13]3[C:8](=[CH:9][CH:10]=[CH:11][CH:12]=3)[N:7]([C:2]3[CH:3]=[CH:4][CH:5]=[CH:6][N:1]=3)[C:19]=2[CH:18]=1. The yield is 0.700. (2) The reactants are [CH2:1]([O:3][C:4](=[O:31])[CH2:5][C:6]([CH3:30])([CH3:29])[C:7]#[C:8][C:9]1[CH:14]=[C:13]([N+:15]([O-:17])=[O:16])[CH:12]=[CH:11][C:10]=1[NH:18][CH2:19][CH2:20][O:21][Si](C(C)(C)C)(C)C)[CH3:2].CCCC[N+](CCCC)(CCCC)CCCC.[F-]. The catalyst is CC#N.Cl[Pd]Cl. The product is [CH2:1]([O:3][C:4](=[O:31])[CH2:5][C:6]([C:7]1[N:18]([CH2:19][CH2:20][OH:21])[C:10]2[C:9]([CH:8]=1)=[CH:14][C:13]([N+:15]([O-:17])=[O:16])=[CH:12][CH:11]=2)([CH3:30])[CH3:29])[CH3:2]. The yield is 0.600. (3) The catalyst is C1(C)C=CC=CC=1.O.C(OCC)(=O)C. The yield is 0.592. The product is [Si:13]([O:20][CH:21]1[CH2:24][N:23]([CH2:25][C@H:26]([OH:31])[C:27]([NH:12][C:9]2[CH:8]=[N:7][C:6]([CH3:5])=[CH:11][N:10]=2)=[O:28])[CH2:22]1)([C:16]([CH3:19])([CH3:18])[CH3:17])([CH3:15])[CH3:14]. The reactants are C[Al](C)C.[CH3:5][C:6]1[N:7]=[CH:8][C:9]([NH2:12])=[N:10][CH:11]=1.[Si:13]([O:20][CH:21]1[CH2:24][N:23]([CH2:25][C@H:26]([OH:31])[C:27](OC)=[O:28])[CH2:22]1)([C:16]([CH3:19])([CH3:18])[CH3:17])([CH3:15])[CH3:14].[C@H](O)(C([O-])=O)[C@@H](O)C([O-])=O.[Na+].[K+]. (4) The product is [Cl:1][C:2]1[CH:7]=[CH:6][CH:5]=[CH:4][C:3]=1[CH2:8][C:9]1[N:19]([C:15]2[CH:16]=[CH:17][CH:18]=[C:13]([Cl:12])[CH:14]=2)[C:20](=[S:23])[NH:21][N:22]=1. The yield is 0.850. The reactants are [Cl:1][C:2]1[CH:7]=[CH:6][CH:5]=[CH:4][C:3]=1[CH2:8][C:9](O)=O.[Cl:12][C:13]1[CH:14]=[C:15]([NH:19][C:20](=[S:23])[NH:21][NH2:22])[CH:16]=[CH:17][CH:18]=1. No catalyst specified. (5) The reactants are [CH3:1][C:2]1[S:9][C:8]2[CH:7]=[C:6]([C:10](O)=O)[NH:5][C:4]=2[C:3]=1[N:13]([CH3:22])[S:14]([C:17]1[S:18][CH:19]=[CH:20][CH:21]=1)(=[O:16])=[O:15].Cl.C([S:43][CH2:44][CH2:45][NH2:46])(C1C=CC=CC=1)(C1C=CC=CC=1)C1C=CC=CC=1.N1(O)C2C=CC=CC=2N=N1.Cl.CN(C)CCCN=C=NCC.C1(P(=O)(C2C=CC=CC=2)C2C=CC=CC=2)C=CC=CC=1.FC(F)(F)S(OS(C(F)(F)F)(=O)=O)(=O)=O. The catalyst is ClCCl.O.CN(C)C=O.C(N(CC)CC)C. The product is [S:43]1[CH2:44][CH2:45][N:46]=[C:10]1[C:6]1[NH:5][C:4]2[C:3]([N:13]([CH3:22])[S:14]([C:17]3[S:18][CH:19]=[CH:20][CH:21]=3)(=[O:16])=[O:15])=[C:2]([CH3:1])[S:9][C:8]=2[CH:7]=1. The yield is 0.290.